This data is from Retrosynthesis with 50K atom-mapped reactions and 10 reaction types from USPTO. The task is: Predict the reactants needed to synthesize the given product. (1) Given the product CCn1cc(C(=O)O)c(=O)c2c(F)c(F)c(N3CCCC3)c(F)c21, predict the reactants needed to synthesize it. The reactants are: CCn1cc(C(=O)O)c(=O)c2c(F)c(F)c(F)c(F)c21.CN1CCCC1. (2) Given the product O=[N+]([O-])c1ccc(Oc2ccccc2)c(Cl)c1, predict the reactants needed to synthesize it. The reactants are: O=[N+]([O-])c1ccc(F)c(Cl)c1.Oc1ccccc1. (3) Given the product C=CC(C)n1ncn(-c2ccc(N3CCN(c4ccc(CSC5COC(Cn6cncn6)(c6ccc(F)cc6F)C5)cc4)CC3)cc2)c1=O, predict the reactants needed to synthesize it. The reactants are: C=CC(C)Br.O=c1[nH]ncn1-c1ccc(N2CCN(c3ccc(CSC4COC(Cn5cncn5)(c5ccc(F)cc5F)C4)cc3)CC2)cc1. (4) Given the product CNc1nc(-c2cccc(NC(=O)c3ccc(C(=O)N(C)C)cc3)c2)c2cc(OC)c(OC)cc2n1, predict the reactants needed to synthesize it. The reactants are: CNC.CNc1nc(-c2cccc(NC(=O)c3ccc(C(=O)O)cc3)c2)c2cc(OC)c(OC)cc2n1.